This data is from Reaction yield outcomes from USPTO patents with 853,638 reactions. The task is: Predict the reaction yield, written as a fraction of the theoretical maximum amount of product (1.0 means a 100% yield; for example, 0.34 means a 34% yield). (1) The reactants are [NH2:1][C:2]1[O:6][N:5]=[C:4]([C:7]2[CH:12]=[CH:11][CH:10]=[C:9]([O:13][C:14]([F:17])([F:16])[F:15])[CH:8]=2)[C:3]=1[C:18]([OH:20])=O.Cl.C(N=C=NCCCN(C)C)C.OC1C2N=NNC=2C=CC=1.[N:43]1([C:49]2[CH:54]=[CH:53][C:52]([OH:55])=[CH:51][CH:50]=2)[CH2:48][CH2:47][NH:46][CH2:45][CH2:44]1. No catalyst specified. The product is [NH2:1][C:2]1[O:6][N:5]=[C:4]([C:7]2[CH:12]=[CH:11][CH:10]=[C:9]([O:13][C:14]([F:15])([F:16])[F:17])[CH:8]=2)[C:3]=1[C:18]([N:46]1[CH2:45][CH2:44][N:43]([C:49]2[CH:50]=[CH:51][C:52]([OH:55])=[CH:53][CH:54]=2)[CH2:48][CH2:47]1)=[O:20]. The yield is 0.720. (2) The reactants are [CH:1]1[C:6]([CH:7]=[O:8])=[CH:5][C:4](Br)=[CH:3][C:2]=1[CH:10]=[O:11].[C:12]1(B(O)O)[CH:17]=[CH:16][CH:15]=[CH:14][CH:13]=1.C(=O)([O-])[O-].[K+].[K+].N#N. The catalyst is COCCOC.O.C1(P(C2C=CC=CC=2)C2C=CC=CC=2)C=CC=CC=1. The product is [C:4]1([C:12]2[CH:17]=[CH:16][CH:15]=[CH:14][CH:13]=2)[CH:5]=[C:6]([CH:7]=[O:8])[CH:1]=[C:2]([CH:10]=[O:11])[CH:3]=1. The yield is 0.740.